From a dataset of Full USPTO retrosynthesis dataset with 1.9M reactions from patents (1976-2016). Predict the reactants needed to synthesize the given product. (1) Given the product [CH3:23][N:24]([CH3:28])[CH2:25][CH2:26][NH:27][C:20]([C:16]1[C:17]2[C:12](=[N:11][C:10]3[C:19]([N:18]=2)=[C:6]2[CH:5]=[CH:4][CH:3]=[C:2]([Br:1])[C:7]2=[CH:8][CH:9]=3)[CH:13]=[CH:14][CH:15]=1)=[O:22], predict the reactants needed to synthesize it. The reactants are: [Br:1][C:2]1[C:7]2=[CH:8][CH:9]=[C:10]3[C:19]([N:18]=[C:17]4[C:12]([CH:13]=[CH:14][CH:15]=[C:16]4[C:20]([OH:22])=O)=[N:11]3)=[C:6]2[CH:5]=[CH:4][CH:3]=1.[CH3:23][N:24]([CH3:28])[CH2:25][CH2:26][NH2:27]. (2) Given the product [NH2:9][C:8]1[CH:7]=[CH:6][C:5]([N:12]2[CH2:17][CH2:16][N:15]([C:18]([O:20][C:21]([CH3:22])([CH3:23])[CH3:24])=[O:19])[CH2:14][CH2:13]2)=[CH:4][C:3]=1[O:2][CH3:1], predict the reactants needed to synthesize it. The reactants are: [CH3:1][O:2][C:3]1[CH:4]=[C:5]([N:12]2[CH2:17][CH2:16][N:15]([C:18]([O:20][C:21]([CH3:24])([CH3:23])[CH3:22])=[O:19])[CH2:14][CH2:13]2)[CH:6]=[CH:7][C:8]=1[N+:9]([O-])=O. (3) Given the product [Cl:22][C:17]1[CH:16]=[C:15]([C:13]2[N:14]=[C:10]([C:8]3[CH:7]=[CH:6][C:5]([C:33]4[C:28]([O:27][CH3:26])=[N:29][CH:30]=[CH:31][CH:32]=4)=[C:4]([CH:9]=3)[C:3]([OH:2])=[O:24])[S:11][CH:12]=2)[CH:20]=[CH:19][C:18]=1[Cl:21], predict the reactants needed to synthesize it. The reactants are: C[O:2][C:3](=[O:24])[C:4]1[CH:9]=[C:8]([C:10]2[S:11][CH:12]=[C:13]([C:15]3[CH:20]=[CH:19][C:18]([Cl:21])=[C:17]([Cl:22])[CH:16]=3)[N:14]=2)[CH:7]=[CH:6][C:5]=1Br.O.[CH3:26][O:27][C:28]1[C:33](B(O)O)=[CH:32][CH:31]=[CH:30][N:29]=1. (4) The reactants are: Cl.Cl.[O:3]1[C:7]2[CH:8]=[CH:9][CH:10]=[C:11]([CH:12]3[CH2:17][CH2:16][N:15]([CH2:18][CH2:19][C@H:20]4[CH2:25][CH2:24][C@H:23]([NH2:26])[CH2:22][CH2:21]4)[CH2:14][CH2:13]3)[C:6]=2[CH2:5][CH2:4]1.[O:27]1[CH2:31][CH2:30][CH:29]([C:32](O)=[O:33])[CH2:28]1. Given the product [O:3]1[C:7]2[CH:8]=[CH:9][CH:10]=[C:11]([CH:12]3[CH2:17][CH2:16][N:15]([CH2:18][CH2:19][C@H:20]4[CH2:21][CH2:22][C@H:23]([NH:26][C:32]([CH:29]5[CH2:30][CH2:31][O:27][CH2:28]5)=[O:33])[CH2:24][CH2:25]4)[CH2:14][CH2:13]3)[C:6]=2[CH2:5][CH2:4]1, predict the reactants needed to synthesize it.